From a dataset of Reaction yield outcomes from USPTO patents with 853,638 reactions. Predict the reaction yield, written as a fraction of the theoretical maximum amount of product (1.0 means a 100% yield; for example, 0.34 means a 34% yield). (1) The reactants are [H-].[Na+].[F:3][C:4]([F:12])([F:11])[CH:5]([OH:10])[C:6]([F:9])([F:8])[F:7].Cl[C:14]1[CH:19]=[C:18]([CH3:20])[C:17]([N+:21]([O-:23])=[O:22])=[CH:16][N:15]=1.C(OCC)(=O)C. The catalyst is O1CCCC1.O. The product is [CH3:20][C:18]1[C:17]([N+:21]([O-:23])=[O:22])=[CH:16][N:15]=[C:14]([O:10][CH:5]([C:6]([F:9])([F:8])[F:7])[C:4]([F:12])([F:11])[F:3])[CH:19]=1. The yield is 0.800. (2) The reactants are [NH2:1][C:2]1[S:6][C:5]([C:7]2[N:11]([CH3:12])[N:10]=[C:9]([C:13]([F:16])([F:15])[F:14])[CH:8]=2)=[N:4][CH:3]=1.[Cl:17][C:18]1[CH:26]=[CH:25][CH:24]=[CH:23][C:19]=1[C:20](Cl)=[O:21].CCN(C(C)C)C(C)C. The catalyst is C(Cl)Cl.CN(C1C=CN=CC=1)C. The product is [Cl:17][C:18]1[CH:26]=[CH:25][CH:24]=[CH:23][C:19]=1[C:20]([NH:1][C:2]1[S:6][C:5]([C:7]2[N:11]([CH3:12])[N:10]=[C:9]([C:13]([F:16])([F:15])[F:14])[CH:8]=2)=[N:4][CH:3]=1)=[O:21]. The yield is 0.319. (3) The reactants are [NH2:1][C:2]1[C:7]([Br:8])=[CH:6][C:5]([CH3:9])=[CH:4][N:3]=1.[H-].[Na+].[CH2:12]([N:19]1[CH:24]=[C:23]([Cl:25])[N:22]=[C:21](Cl)[C:20]1=[O:27])[C:13]1[CH:18]=[CH:17][CH:16]=[CH:15][CH:14]=1. The catalyst is C1COCC1. The product is [CH2:12]([N:19]1[CH:24]=[C:23]([Cl:25])[N:22]=[C:21]([NH:1][C:2]2[C:7]([Br:8])=[CH:6][C:5]([CH3:9])=[CH:4][N:3]=2)[C:20]1=[O:27])[C:13]1[CH:18]=[CH:17][CH:16]=[CH:15][CH:14]=1. The yield is 0.400. (4) The reactants are B(F)(F)F.CCOCC.[N+](=[CH:12][C:13]([O:15][CH2:16][CH3:17])=[O:14])=[N-].[CH3:18][C:19]1([CH:25]=[O:26])[CH2:24][CH2:23][O:22][CH2:21][CH2:20]1.[Na+].[Cl-]. The catalyst is C(Cl)Cl. The product is [CH2:16]([O:15][C:13](=[O:14])[CH2:12][C:25]([C:19]1([CH3:18])[CH2:24][CH2:23][O:22][CH2:21][CH2:20]1)=[O:26])[CH3:17]. The yield is 0.790. (5) The reactants are [C:1]([NH:4][NH:5][C:6]([N:8]1[CH2:39][CH2:38][C:11]2([C:16](=[O:17])[N:15]([CH2:18][C:19]3[C:27]4[C:22](=[CH:23][CH:24]=[CH:25][CH:26]=4)[N:21]([S:28]([C:31]4[CH:37]=[CH:36][C:34]([CH3:35])=[CH:33][CH:32]=4)(=[O:30])=[O:29])[CH:20]=3)[CH2:14][CH2:13][CH2:12]2)[CH2:10][CH2:9]1)=O)(=[O:3])[CH3:2].O=P(Cl)(Cl)Cl. The catalyst is C1(C)C=CC=CC=1. The product is [CH3:2][C:1]1[O:3][C:6]([N:8]2[CH2:39][CH2:38][C:11]3([C:16](=[O:17])[N:15]([CH2:18][C:19]4[C:27]5[C:22](=[CH:23][CH:24]=[CH:25][CH:26]=5)[N:21]([S:28]([C:31]5[CH:37]=[CH:36][C:34]([CH3:35])=[CH:33][CH:32]=5)(=[O:29])=[O:30])[CH:20]=4)[CH2:14][CH2:13][CH2:12]3)[CH2:10][CH2:9]2)=[N:5][N:4]=1. The yield is 0.710.